Dataset: Forward reaction prediction with 1.9M reactions from USPTO patents (1976-2016). Task: Predict the product of the given reaction. (1) Given the reactants [F:1][C:2]1[CH:3]=[C:4]([CH:29]=[C:30]([N:32]2[CH2:37][CH2:36][CH2:35][CH2:34][CH2:33]2)[CH:31]=1)[C:5]([NH:7][C:8]1[C:17]2[C:12](=[CH:13][CH:14]=[CH:15][CH:16]=2)[C:11]([O:18][C:19]2[CH:24]=[CH:23][N:22]=[C:21](S(C)(=O)=O)[N:20]=2)=[CH:10][CH:9]=1)=[O:6].[C:38]([O:42][C:43]([N:45]1[CH2:50][CH2:49][NH:48][CH2:47][CH2:46]1)=[O:44])([CH3:41])([CH3:40])[CH3:39], predict the reaction product. The product is: [C:38]([O:42][C:43]([N:45]1[CH2:50][CH2:49][N:48]([C:21]2[N:20]=[C:19]([O:18][C:11]3[C:12]4[C:17](=[CH:16][CH:15]=[CH:14][CH:13]=4)[C:8]([NH:7][C:5](=[O:6])[C:4]4[CH:29]=[C:30]([N:32]5[CH2:37][CH2:36][CH2:35][CH2:34][CH2:33]5)[CH:31]=[C:2]([F:1])[CH:3]=4)=[CH:9][CH:10]=3)[CH:24]=[CH:23][N:22]=2)[CH2:47][CH2:46]1)=[O:44])([CH3:41])([CH3:39])[CH3:40]. (2) Given the reactants [F:1][C:2]1[CH:7]=[CH:6][C:5]([SH:8])=[CH:4][CH:3]=1.Br[CH2:10][CH3:11].C([O-])([O-])=O.[Cs+].[Cs+], predict the reaction product. The product is: [CH2:10]([S:8][C:5]1[CH:6]=[CH:7][C:2]([F:1])=[CH:3][CH:4]=1)[CH3:11].